This data is from Catalyst prediction with 721,799 reactions and 888 catalyst types from USPTO. The task is: Predict which catalyst facilitates the given reaction. Reactant: [Br:1][C:2]1[CH:7]=[C:6]([Cl:8])[CH:5]=[CH:4][N:3]=1.[Li+].CC([N-]C(C)C)C.[O:17]1[CH2:20][C:19](=[O:21])[CH2:18]1.CC(=O)OCC. Product: [Br:1][C:2]1[C:7]([C:19]2([OH:21])[CH2:20][O:17][CH2:18]2)=[C:6]([Cl:8])[CH:5]=[CH:4][N:3]=1. The catalyst class is: 1.